This data is from TCR-epitope binding with 47,182 pairs between 192 epitopes and 23,139 TCRs. The task is: Binary Classification. Given a T-cell receptor sequence (or CDR3 region) and an epitope sequence, predict whether binding occurs between them. (1) The epitope is WICLLQFAY. The TCR CDR3 sequence is CASSLDQSGGHSYEQYF. Result: 1 (the TCR binds to the epitope). (2) The epitope is WICLLQFAY. The TCR CDR3 sequence is CASSQLAGGRYEQYF. Result: 1 (the TCR binds to the epitope). (3) The epitope is FLNGSCGSV. The TCR CDR3 sequence is CAWSPTGMGTEAFF. Result: 0 (the TCR does not bind to the epitope). (4) The epitope is LLFGYPVYV. The TCR CDR3 sequence is CASSQEFWVLGELFF. Result: 1 (the TCR binds to the epitope). (5) The TCR CDR3 sequence is CASSPGTAYEQYF. The epitope is LLWNGPMAV. Result: 1 (the TCR binds to the epitope). (6) The epitope is KTSVDCTMYI. The TCR CDR3 sequence is CASSLSGGSSYEQYF. Result: 1 (the TCR binds to the epitope).